Dataset: Reaction yield outcomes from USPTO patents with 853,638 reactions. Task: Predict the reaction yield, written as a fraction of the theoretical maximum amount of product (1.0 means a 100% yield; for example, 0.34 means a 34% yield). The reactants are [NH2:1][C:2]1[N:7]=[C:6]([C:8]2[O:9][C:10]([CH3:13])=[CH:11][CH:12]=2)[C:5]([C:14]#[N:15])=[C:4]([S:16][CH3:17])[N:3]=1.[Br:18]N1C(=O)CCC1=O.C(OOC(=O)C1C=CC=CC=1)(=O)C1C=CC=CC=1. The catalyst is C(Cl)(Cl)(Cl)Cl. The product is [NH2:1][C:2]1[N:7]=[C:6]([C:8]2[O:9][C:10]([CH2:13][Br:18])=[CH:11][CH:12]=2)[C:5]([C:14]#[N:15])=[C:4]([S:16][CH3:17])[N:3]=1. The yield is 0.380.